From a dataset of Full USPTO retrosynthesis dataset with 1.9M reactions from patents (1976-2016). Predict the reactants needed to synthesize the given product. (1) Given the product [C@@H:1]1([N:9]2[CH:13]=[C:12]([C:34]#[C:33][CH2:32][CH2:31][CH2:30][NH:29][C:27](=[O:28])[C:26]([F:36])([F:25])[F:35])[CH:11]=[C:10]2[N+:15]([O-:17])=[O:16])[O:6][C@H:5]([CH2:7][OH:8])[C@@H:3]([OH:4])[CH2:2]1, predict the reactants needed to synthesize it. The reactants are: [C@@H:1]1([N:9]2[CH:13]=[C:12](I)[CH:11]=[C:10]2[N+:15]([O-:17])=[O:16])[O:6][C@H:5]([CH2:7][OH:8])[C@@H:3]([OH:4])[CH2:2]1.C(N(CC)CC)C.[F:25][C:26]([F:36])([F:35])[C:27]([NH:29][CH2:30][CH2:31][CH2:32][C:33]#[CH:34])=[O:28]. (2) Given the product [CH3:3][C:2]([OH:11])([CH3:1])[CH2:4][C@@H:5]([C@H:6]1[C@H:7]([CH:8]=[CH2:9])[O:15]1)[OH:10], predict the reactants needed to synthesize it. The reactants are: [CH3:1][C:2]([OH:11])([CH2:4][CH:5]([OH:10])/[CH:6]=[CH:7]/[CH:8]=[CH2:9])[CH3:3].CC([O:15]C([C@H](O)[C@@H](O)C(OC(C)C)=O)=O)C.C(OO)(C)(C)C.[O-]S([O-])(=O)=O.[Na+].[Na+].[Na+].[Cl-]. (3) Given the product [Cl:1][C:2]1[CH:3]=[C:4]([O:19][CH3:20])[C:5]2[O:6][C:7]3[CH:12]=[CH:11][CH:10]=[CH:9][C:8]=3[CH2:13][C:14](=[O:16])[C:17]=2[CH:18]=1, predict the reactants needed to synthesize it. The reactants are: [Cl:1][C:2]1[CH:18]=[CH:17][C:5]([O:6][C:7]2[CH:12]=[CH:11][CH:10]=[CH:9][C:8]=2[CH2:13][C:14]([OH:16])=O)=[C:4]([O:19][CH3:20])[CH:3]=1. (4) Given the product [CH3:10][CH:2]([CH3:1])[CH:3]([C:18]1[CH:27]=[CH:26][CH:21]=[CH:20][CH:19]=1)[CH2:4][CH2:5][OH:7], predict the reactants needed to synthesize it. The reactants are: [CH3:1][CH:2]([CH3:10])[CH2:3][CH2:4][C:5]([O:7]CC)=O.[H-].[Al+3].[Li+].[H-].[H-].[H-].O1[CH2:21][CH2:20][CH2:19][CH2:18]1.O.[OH-].[Na+].O1CC[CH2:27][CH2:26]1. (5) Given the product [Si:1]([O:8][C@H:9]1[CH2:14][CH2:13][CH2:12][CH2:11][C@@H:10]1[N:15]1[CH:27]([CH2:28][CH:29]=[O:32])[C:26]2[C:17](=[CH:18][C:19]([CH2:33][C:34]3[CH:35]=[N:36][C:37]([Cl:40])=[CH:38][CH:39]=3)=[C:20]3[C:25]=2[N:24]=[CH:23][CH:22]=[CH:21]3)[C:16]1=[O:41])([C:4]([CH3:7])([CH3:5])[CH3:6])([CH3:2])[CH3:3], predict the reactants needed to synthesize it. The reactants are: [Si:1]([O:8][C@H:9]1[CH2:14][CH2:13][CH2:12][CH2:11][C@@H:10]1[N:15]1[CH:27]([CH2:28][CH:29]([OH:32])CO)[C:26]2[C:17](=[CH:18][C:19]([CH2:33][C:34]3[CH:35]=[N:36][C:37]([Cl:40])=[CH:38][CH:39]=3)=[C:20]3[C:25]=2[N:24]=[CH:23][CH:22]=[CH:21]3)[C:16]1=[O:41])([C:4]([CH3:7])([CH3:6])[CH3:5])([CH3:3])[CH3:2].I([O-])(=O)(=O)=O.[Na+]. (6) Given the product [C:39]([N:24]1[CH2:25][C@H:26]([C:27]2[CH:28]=[CH:29][CH:30]=[CH:31][CH:32]=2)[C@@H:22]([CH2:21][N:13]([C@@H:11]([C:1]2[C:10]3[C:5](=[CH:6][CH:7]=[CH:8][CH:9]=3)[CH:4]=[CH:3][CH:2]=2)[CH3:12])[C:14](=[O:20])[O:15][C:16]([CH3:18])([CH3:19])[CH3:17])[CH2:23]1)(=[O:41])[CH3:40], predict the reactants needed to synthesize it. The reactants are: [C:1]1([C@H:11]([N:13]([CH2:21][C@@H:22]2[C@@H:26]([C:27]3[CH:32]=[CH:31][CH:30]=[CH:29][CH:28]=3)[CH2:25][NH:24][CH2:23]2)[C:14](=[O:20])[O:15][C:16]([CH3:19])([CH3:18])[CH3:17])[CH3:12])[C:10]2[C:5](=[CH:6][CH:7]=[CH:8][CH:9]=2)[CH:4]=[CH:3][CH:2]=1.N1C=CC=CC=1.[C:39](OC(=O)C)(=[O:41])[CH3:40]. (7) Given the product [CH2:11]([O:13][C:14](=[O:19])[CH2:15][CH2:16][CH2:17][O:9][C:5]1[CH:6]=[C:7]([F:8])[C:2]([Br:1])=[C:3]([F:10])[CH:4]=1)[CH3:12], predict the reactants needed to synthesize it. The reactants are: [Br:1][C:2]1[C:7]([F:8])=[CH:6][C:5]([OH:9])=[CH:4][C:3]=1[F:10].[CH2:11]([O:13][C:14](=[O:19])[CH2:15][CH2:16][CH2:17]Br)[CH3:12]. (8) Given the product [Cl:34][C:27]1[CH:28]=[N+:29]([O-:33])[CH:30]=[C:31]([Cl:32])[C:26]=1[CH2:25][C@@H:24]([C:35]1[CH:40]=[CH:39][C:38]([O:41][CH:42]([F:43])[F:44])=[C:37]([O:45][CH2:46][CH:47]2[CH2:48][CH2:49]2)[CH:36]=1)[O:23][C:21](=[O:22])[CH2:20][C:19]([O:18][CH2:17][C:16]1[CH:51]=[CH:52][C:13]([NH:8][S:9]([CH3:12])(=[O:11])=[O:10])=[C:14]([O:53][CH2:54][CH:55]2[CH2:57][CH2:56]2)[CH:15]=1)=[O:50], predict the reactants needed to synthesize it. The reactants are: C(OC([N:8]([C:13]1[CH:52]=[CH:51][C:16]([CH2:17][O:18][C:19](=[O:50])[CH2:20][C:21]([O:23][C@H:24]([C:35]2[CH:40]=[CH:39][C:38]([O:41][CH:42]([F:44])[F:43])=[C:37]([O:45][CH2:46][CH:47]3[CH2:49][CH2:48]3)[CH:36]=2)[CH2:25][C:26]2[C:31]([Cl:32])=[CH:30][N+:29]([O-:33])=[CH:28][C:27]=2[Cl:34])=[O:22])=[CH:15][C:14]=1[O:53][CH2:54][CH:55]1[CH2:57][CH2:56]1)[S:9]([CH3:12])(=[O:11])=[O:10])=O)(C)(C)C.Cl. (9) Given the product [F:47][C:44]1([F:46])[O:43][C:42]2[CH:48]=[CH:49][C:39]([C:36]3([C:34]([NH:33][C:31]4[CH:30]=[CH:29][C:28]([CH3:50])=[C:27]([C:11]5[CH:12]=[CH:13][CH:14]=[C:9]([C:3]([OH:8])([C:4]([F:6])([F:5])[F:7])[C:2]([F:1])([F:25])[F:24])[CH:10]=5)[N:32]=4)=[O:35])[CH2:38][CH2:37]3)=[CH:40][C:41]=2[O:45]1, predict the reactants needed to synthesize it. The reactants are: [F:1][C:2]([F:25])([F:24])[C:3]([C:9]1[CH:14]=[CH:13][CH:12]=[C:11](B2OC(C)(C)C(C)(C)O2)[CH:10]=1)([OH:8])[C:4]([F:7])([F:6])[F:5].Cl[C:27]1[N:32]=[C:31]([NH:33][C:34]([C:36]2([C:39]3[CH:49]=[CH:48][C:42]4[O:43][C:44]([F:47])([F:46])[O:45][C:41]=4[CH:40]=3)[CH2:38][CH2:37]2)=[O:35])[CH:30]=[CH:29][C:28]=1[CH3:50]. (10) The reactants are: [Cl-].[Cl:2][C:3]1[CH:28]=[CH:27][CH:26]=[CH:25][C:4]=1[CH2:5][P+](C1C=CC=CC=1)(C1C=CC=CC=1)C1C=CC=CC=1.[Li+].CC([N-]C(C)C)C.[CH3:37][O:38][CH2:39][CH2:40][N:41]1[CH:45]=[CH:44][CH:43]=[C:42]1[CH:46]=O.[PH4+].[NH4+].[Cl-]. Given the product [Cl:2][C:3]1[CH:28]=[CH:27][CH:26]=[CH:25][C:4]=1[CH:5]=[CH:46][C:42]1[N:41]([CH2:40][CH2:39][O:38][CH3:37])[CH:45]=[CH:44][CH:43]=1, predict the reactants needed to synthesize it.